Task: Predict the reaction yield, written as a fraction of the theoretical maximum amount of product (1.0 means a 100% yield; for example, 0.34 means a 34% yield).. Dataset: Reaction yield outcomes from USPTO patents with 853,638 reactions The reactants are [CH:1]1([CH2:4][NH:5][C:6]2[O:7][CH2:8][C:9](=[O:15])[C:10]=2[C:11]([O:13][CH3:14])=[O:12])[CH2:3][CH2:2]1.C(OC)(=O)CC(OC)=O.ClCC(Cl)=O.C1(CN)CC1.[NH:35]1[C:43]2[C:38](=[CH:39][CH:40]=[CH:41][N:42]=2)[C:37]([CH:44]=O)=[CH:36]1.N1CCC[C@H]1C(O)=O. The catalyst is C(O)C. The product is [NH:35]1[C:43]2=[N:42][CH:41]=[CH:40][CH:39]=[C:38]2[C:37]([CH:44]=[C:8]2[O:7][C:6]([NH:5][CH2:4][CH:1]3[CH2:3][CH2:2]3)=[C:10]([C:11]([O:13][CH3:14])=[O:12])[C:9]2=[O:15])=[CH:36]1. The yield is 0.140.